This data is from Full USPTO retrosynthesis dataset with 1.9M reactions from patents (1976-2016). The task is: Predict the reactants needed to synthesize the given product. (1) Given the product [F:1][C:2]1[CH:7]=[CH:6][C:5]([CH:8]([OH:29])[CH:9]([CH2:15][C:16]2[CH:21]=[CH:20][CH:19]=[C:18]([O:22][C:23]([F:28])([F:27])[CH:24]([F:26])[F:25])[CH:17]=2)[C:10]([O:12][CH2:13][CH3:14])=[O:11])=[CH:4][CH:3]=1, predict the reactants needed to synthesize it. The reactants are: [F:1][C:2]1[CH:7]=[CH:6][C:5]([C:8](=[O:29])[CH:9]([CH2:15][C:16]2[CH:21]=[CH:20][CH:19]=[C:18]([O:22][C:23]([F:28])([F:27])[CH:24]([F:26])[F:25])[CH:17]=2)[C:10]([O:12][CH2:13][CH3:14])=[O:11])=[CH:4][CH:3]=1.Cl. (2) Given the product [Br:17][C:5]1[C:6]2[NH:10][CH:9]=[N:8][C:7]=2[C:2]([Cl:1])=[CH:3][C:4]=1[NH:11][C:12]1[NH:13][CH2:14][CH2:15][N:16]=1, predict the reactants needed to synthesize it. The reactants are: [Cl:1][C:2]1[C:7]2[N:8]=[CH:9][NH:10][C:6]=2[CH:5]=[C:4]([NH:11][C:12]2[NH:13][CH2:14][CH2:15][N:16]=2)[CH:3]=1.[Br:17]Br.N.CO.CCOC(C)=O. (3) Given the product [CH3:7][O:8][C:9]1[CH:10]=[CH:11][C:12]2[NH:27][CH2:13][CH:14]([C:19]3[CH:20]=[CH:21][CH:22]=[C:23]([O:31][CH3:30])[CH:24]=3)[CH2:15][O:16][C:17]=2[CH:18]=1, predict the reactants needed to synthesize it. The reactants are: [H-].[H-].[H-].[H-].[Li+].[Al+3].[CH3:7][O:8][C:9]1[CH:18]=[C:17]2[C:12]([C:13](=[N:27]O)[CH:14]([C:19]3[CH:24]=[CH:23][C:22](OC)=[CH:21][CH:20]=3)[CH2:15][O:16]2)=[CH:11][CH:10]=1.C[CH2:30][O:31]CC. (4) Given the product [Cl:24][C:6]1[N:5]=[C:4]([NH:32][C@@H:30]([CH:26]2[CH2:29][CH2:28][CH2:27]2)[CH3:31])[C:9]2[N:10]([CH2:13][C:14]3[CH:19]=[CH:18][C:17]([C:20]([F:23])([F:22])[F:21])=[CH:16][CH:15]=3)[CH:11]=[N:12][C:8]=2[CH:7]=1, predict the reactants needed to synthesize it. The reactants are: [F-].[K+].Cl[C:4]1[C:9]2[N:10]([CH2:13][C:14]3[CH:19]=[CH:18][C:17]([C:20]([F:23])([F:22])[F:21])=[CH:16][CH:15]=3)[CH:11]=[N:12][C:8]=2[CH:7]=[C:6]([Cl:24])[N:5]=1.Cl.[CH:26]1([C@H:30]([NH2:32])[CH3:31])[CH2:29][CH2:28][CH2:27]1.C1CCN2C(=NCCC2)CC1.